This data is from Acute oral toxicity (LD50) regression data from Zhu et al.. The task is: Regression/Classification. Given a drug SMILES string, predict its toxicity properties. Task type varies by dataset: regression for continuous values (e.g., LD50, hERG inhibition percentage) or binary classification for toxic/non-toxic outcomes (e.g., AMES mutagenicity, cardiotoxicity, hepatotoxicity). Dataset: ld50_zhu. (1) The molecule is OCCCCC(O)CO. The rat oral LD50 is 0.937, given as -log10 of the dose in mol/kg body weight (higher means more acutely toxic). (2) The compound is CC(C)(C)OCC1CO1. The rat oral LD50 is 1.81, given as -log10 of the dose in mol/kg body weight (higher means more acutely toxic). (3) The drug is CCOP(=S)(OCC)SCSCc1ccccc1. The rat oral LD50 is 4.73, given as -log10 of the dose in mol/kg body weight (higher means more acutely toxic). (4) The rat oral LD50 is 3.37, given as -log10 of the dose in mol/kg body weight (higher means more acutely toxic). The drug is NC(=O)C1(N2CCCCC2)CCN(CCCC(=O)c2ccc(F)cc2)CC1.